Task: Predict the reaction yield, written as a fraction of the theoretical maximum amount of product (1.0 means a 100% yield; for example, 0.34 means a 34% yield).. Dataset: Reaction yield outcomes from USPTO patents with 853,638 reactions (1) The reactants are [CH2:1]([O:5][C:6]([C:8]1[N:9]=[C:10](Br)[C:11]2[C:16]([C:17]=1[OH:18])=[CH:15][C:14]([S:19]([C:22]1[CH:27]=[CH:26][CH:25]=[CH:24][CH:23]=1)(=[O:21])=[O:20])=[CH:13][CH:12]=2)=[O:7])[CH2:2][CH2:3][CH3:4].[C:29]([Cu])#[N:30]. No catalyst specified. The product is [CH2:1]([O:5][C:6]([C:8]1[N:9]=[C:10]([C:29]#[N:30])[C:11]2[C:16]([C:17]=1[OH:18])=[CH:15][C:14]([S:19]([C:22]1[CH:27]=[CH:26][CH:25]=[CH:24][CH:23]=1)(=[O:21])=[O:20])=[CH:13][CH:12]=2)=[O:7])[CH2:2][CH2:3][CH3:4]. The yield is 0.490. (2) The reactants are O=[C:2]1[C:11]2[C:10]([C:12](OC)=O)=[CH:9][CH:8]=[CH:7][C:6]=2[NH:5][CH:4]([C:16]2[CH:21]=[CH:20][CH:19]=[CH:18][CH:17]=2)[CH:3]1[C:22]1[CH:27]=[CH:26][CH:25]=[CH:24][CH:23]=1.[OH2:28].[NH2:29][NH2:30]. The catalyst is O. The product is [C:16]1([CH:4]2[NH:5][C:6]3[C:11]4[C:2](=[N:29][NH:30][C:12](=[O:28])[C:10]=4[CH:9]=[CH:8][CH:7]=3)[CH:3]2[C:22]2[CH:27]=[CH:26][CH:25]=[CH:24][CH:23]=2)[CH:17]=[CH:18][CH:19]=[CH:20][CH:21]=1. The yield is 0.160.